From a dataset of NCI-60 drug combinations with 297,098 pairs across 59 cell lines. Regression. Given two drug SMILES strings and cell line genomic features, predict the synergy score measuring deviation from expected non-interaction effect. (1) Drug 2: CCN(CC)CCCC(C)NC1=C2C=C(C=CC2=NC3=C1C=CC(=C3)Cl)OC. Drug 1: CC1C(C(=O)NC(C(=O)N2CCCC2C(=O)N(CC(=O)N(C(C(=O)O1)C(C)C)C)C)C(C)C)NC(=O)C3=C4C(=C(C=C3)C)OC5=C(C(=O)C(=C(C5=N4)C(=O)NC6C(OC(=O)C(N(C(=O)CN(C(=O)C7CCCN7C(=O)C(NC6=O)C(C)C)C)C)C(C)C)C)N)C. Synergy scores: CSS=19.0, Synergy_ZIP=-2.15, Synergy_Bliss=5.79, Synergy_Loewe=1.26, Synergy_HSA=5.68. Cell line: MDA-MB-231. (2) Drug 1: CN(C(=O)NC(C=O)C(C(C(CO)O)O)O)N=O. Drug 2: CC1C(C(CC(O1)OC2CC(CC3=C2C(=C4C(=C3O)C(=O)C5=CC=CC=C5C4=O)O)(C(=O)C)O)N)O. Cell line: COLO 205. Synergy scores: CSS=49.0, Synergy_ZIP=-3.17, Synergy_Bliss=-4.65, Synergy_Loewe=-19.5, Synergy_HSA=-4.08.